Dataset: Full USPTO retrosynthesis dataset with 1.9M reactions from patents (1976-2016). Task: Predict the reactants needed to synthesize the given product. (1) Given the product [CH3:22][C:23]1[CH:31]=[CH:30][CH:29]=[CH:28][C:24]=1[C:25]([NH:1][C:2]1[CH:3]=[C:4]2[C:20](=[O:21])[NH:19][N:18]=[CH:17][C:6]3=[C:7]([C:11]4[CH:12]=[CH:13][CH:14]=[CH:15][CH:16]=4)[NH:8][C:9]([CH:10]=1)=[C:5]23)=[O:26], predict the reactants needed to synthesize it. The reactants are: [NH2:1][C:2]1[CH:3]=[C:4]2[C:20](=[O:21])[NH:19][N:18]=[CH:17][C:6]3=[C:7]([C:11]4[CH:16]=[CH:15][CH:14]=[CH:13][CH:12]=4)[NH:8][C:9]([CH:10]=1)=[C:5]23.[CH3:22][C:23]1[CH:31]=[CH:30][CH:29]=[CH:28][C:24]=1[C:25](O)=[O:26].C(N(CC)CC)C.F[P-](F)(F)(F)(F)F.N1(OC(N(C)C)=[N+](C)C)C2N=CC=CC=2N=N1. (2) The reactants are: [CH3:1][C:2]1[C:10]([CH2:11][CH2:12][N:13]2[CH2:18][CH2:17][CH:16]([C:19]([NH2:21])=[O:20])[CH2:15][CH2:14]2)=[CH:9][CH:8]=[C:7]2[C:3]=1[CH2:4][O:5][C:6]2=[O:22].Br[C:24]1[CH:31]=[CH:30][C:27]([C:28]#[N:29])=[C:26]([F:32])[CH:25]=1.CC1(C)C2C(=C(P(C3C=CC=CC=3)C3C=CC=CC=3)C=CC=2)OC2C(P(C3C=CC=CC=3)C3C=CC=CC=3)=CC=CC1=2.C([O-])([O-])=O.[Cs+].[Cs+]. Given the product [C:28]([C:27]1[CH:30]=[CH:31][C:24]([NH:21][C:19]([CH:16]2[CH2:17][CH2:18][N:13]([CH2:12][CH2:11][C:10]3[C:2]([CH3:1])=[C:3]4[C:7](=[CH:8][CH:9]=3)[C:6](=[O:22])[O:5][CH2:4]4)[CH2:14][CH2:15]2)=[O:20])=[CH:25][C:26]=1[F:32])#[N:29], predict the reactants needed to synthesize it. (3) Given the product [C:24]1([C:18]2[O:17][N:16]=[C:15]([C:14]3[O:13][N:12]=[C:11]4[C:5]5[CH:4]=[CH:3][C:2]([CH:30]=[CH2:31])=[CH:7][C:6]=5[O:8][CH2:9][C:10]=34)[C:19]=2[C:20]([F:22])([F:21])[F:23])[CH:29]=[CH:28][CH:27]=[CH:26][CH:25]=1, predict the reactants needed to synthesize it. The reactants are: Br[C:2]1[CH:3]=[CH:4][C:5]2[C:11]3=[N:12][O:13][C:14]([C:15]4[C:19]([C:20]([F:23])([F:22])[F:21])=[C:18]([C:24]5[CH:29]=[CH:28][CH:27]=[CH:26][CH:25]=5)[O:17][N:16]=4)=[C:10]3[CH2:9][O:8][C:6]=2[CH:7]=1.[CH2:30]([Sn](CCCC)(CCCC)C=C)[CH2:31]CC.[Cl-].[Li+].